Dataset: Full USPTO retrosynthesis dataset with 1.9M reactions from patents (1976-2016). Task: Predict the reactants needed to synthesize the given product. (1) Given the product [CH:2]([C:3]1[C:7]([CH3:8])=[C:6]([CH3:9])[S:5][C:4]=1[C:10]([O:12][CH3:13])=[O:11])=[O:1], predict the reactants needed to synthesize it. The reactants are: [OH:1][CH2:2][C:3]1[C:7]([CH3:8])=[C:6]([CH3:9])[S:5][C:4]=1[C:10]([O:12][CH3:13])=[O:11]. (2) Given the product [CH2:26]([N:33]1[CH2:37][CH2:36][C@@H:35]([NH:38][C:39]2[N:40]=[CH:41][C:42](/[CH:43]=[C:9](\[F:15])/[C:10]([O:12][CH2:13][CH3:14])=[O:11])=[CH:45][C:46]=2[Cl:47])[CH2:34]1)[C:27]1[CH:32]=[CH:31][CH:30]=[CH:29][CH:28]=1, predict the reactants needed to synthesize it. The reactants are: C(OP([CH:9]([F:15])[C:10]([O:12][CH2:13][CH3:14])=[O:11])(OCC)=O)C.[Br-].[Mg+2].[Br-].CCN(CC)CC.[CH2:26]([N:33]1[CH2:37][CH2:36][C@@H:35]([NH:38][C:39]2[C:46]([Cl:47])=[CH:45][C:42]([CH:43]=O)=[CH:41][N:40]=2)[CH2:34]1)[C:27]1[CH:32]=[CH:31][CH:30]=[CH:29][CH:28]=1. (3) Given the product [NH2:11][C@@H:12]([CH:22]([CH3:25])[CH2:23][CH3:24])[CH2:13][NH:14][C:15](=[O:21])[O:16][C:17]([CH3:18])([CH3:19])[CH3:20], predict the reactants needed to synthesize it. The reactants are: C(OC([NH:11][C@@H:12]([CH:22]([CH3:25])[CH2:23][CH3:24])[CH2:13][NH:14][C:15](=[O:21])[O:16][C:17]([CH3:20])([CH3:19])[CH3:18])=O)C1C=CC=CC=1. (4) Given the product [Cl:1][S:2]([C:12]1[CH:13]=[CH:14][C:9]([CH:8]=[CH:7][C:6]([OH:16])=[O:15])=[CH:10][CH:11]=1)(=[O:5])=[O:3], predict the reactants needed to synthesize it. The reactants are: [Cl:1][S:2]([OH:5])(=O)=[O:3].[C:6]([OH:16])(=[O:15])[CH:7]=[CH:8][C:9]1[CH:14]=[CH:13][CH:12]=[CH:11][CH:10]=1.Cl. (5) Given the product [CH3:1][S:2]([N:5]1[CH2:6][CH:7]=[C:8]([C:11]2[CH:12]=[C:13]3[CH2:19][C@@:18]([CH3:26])([CH:20]4[CH2:25][CH2:24][N:23]([C:28]5[CH:33]=[CH:32][C:31]([C:34]([F:37])([F:36])[F:35])=[CH:30][N:29]=5)[CH2:22][CH2:21]4)[O:17][C:14]3=[CH:15][N:16]=2)[CH2:9][CH2:10]1)(=[O:3])=[O:4], predict the reactants needed to synthesize it. The reactants are: [CH3:1][S:2]([N:5]1[CH2:10][CH:9]=[C:8]([C:11]2[CH:12]=[C:13]3[CH2:19][C@@:18]([CH3:26])([CH:20]4[CH2:25][CH2:24][NH:23][CH2:22][CH2:21]4)[O:17][C:14]3=[CH:15][N:16]=2)[CH2:7][CH2:6]1)(=[O:4])=[O:3].Cl[C:28]1[CH:33]=[CH:32][C:31]([C:34]([F:37])([F:36])[F:35])=[CH:30][N:29]=1.C(=O)([O-])[O-].[K+].[K+].